From a dataset of Forward reaction prediction with 1.9M reactions from USPTO patents (1976-2016). Predict the product of the given reaction. (1) Given the reactants Br[C:2]1[CH:3]=[CH:4][C:5]2[O:9][C:8](=[O:10])[NH:7][C:6]=2[CH:11]=1.[Cu][C:13]#[N:14].[C-]#N.[Na+], predict the reaction product. The product is: [O:10]=[C:8]1[NH:7][C:6]2[CH:11]=[C:2]([C:13]#[N:14])[CH:3]=[CH:4][C:5]=2[O:9]1. (2) Given the reactants CO[C:3](=[O:22])[CH2:4][CH:5]([C:13]1[CH:21]=[C:20]2[C:16]([CH:17]=[CH:18][NH:19]2)=[CH:15][CH:14]=1)[C:6]1[CH:11]=[CH:10][CH:9]=[C:8]([Cl:12])[CH:7]=1.[NH:23]1C2C(=CC=C(C(C3C=CC=CC=3OC)CC(NC)=O)C=2)C=[CH:24]1, predict the reaction product. The product is: [NH:19]1[C:20]2[C:16](=[CH:15][CH:14]=[C:13]([CH:5]([C:6]3[CH:11]=[CH:10][CH:9]=[C:8]([Cl:12])[CH:7]=3)[CH2:4][C:3]([NH:23][CH3:24])=[O:22])[CH:21]=2)[CH:17]=[CH:18]1. (3) Given the reactants P([N:17]=[N+:18]=[N-:19])(=O)(OC1C=CC=CC=1)OC1C=CC=CC=1.C1CCN2C(=NCCC2)CC1.[N:31]1[C:40]2[C:35](=[CH:36][C:37]([CH:41](O)[CH3:42])=[CH:38][CH:39]=2)[CH:34]=[CH:33][CH:32]=1, predict the reaction product. The product is: [N:17]([CH:41]([C:37]1[CH:36]=[C:35]2[C:40](=[CH:39][CH:38]=1)[N:31]=[CH:32][CH:33]=[CH:34]2)[CH3:42])=[N+:18]=[N-:19]. (4) Given the reactants Br[CH:2]1[CH2:14][CH2:13][C:12]2[C:11]3[C:6](=[CH:7][CH:8]=[C:9]([Cl:16])[C:10]=3[Cl:15])[NH:5][C:4]=2[C:3]1=[O:17].[Li+].[Br-], predict the reaction product. The product is: [Cl:15][C:10]1[C:9]([Cl:16])=[CH:8][CH:7]=[C:6]2[C:11]=1[C:12]1[CH:13]=[CH:14][CH:2]=[C:3]([OH:17])[C:4]=1[NH:5]2. (5) Given the reactants [Si:1]([O:18][C@@H:19]1[CH2:24][C@H:23]([O:25][Si](CC)(CC)CC)[CH2:22][C@@H:21]([OH:33])[C:20]1=[CH2:34])([C:14]([CH3:17])([CH3:16])[CH3:15])([C:8]1[CH:13]=[CH:12][CH:11]=[CH:10][CH:9]=1)[C:2]1[CH:7]=[CH:6][CH:5]=[CH:4][CH:3]=1.N1C(C)=CC=CC=1C.FC(F)(F)S(O[Si:49]([C:52]([CH3:55])([CH3:54])[CH3:53])([CH3:51])[CH3:50])(=O)=O, predict the reaction product. The product is: [Si:49]([O:33][C@H:21]1[C:20](=[CH2:34])[C@H:19]([O:18][Si:1]([C:14]([CH3:17])([CH3:16])[CH3:15])([C:2]2[CH:7]=[CH:6][CH:5]=[CH:4][CH:3]=2)[C:8]2[CH:9]=[CH:10][CH:11]=[CH:12][CH:13]=2)[CH2:24][C:23](=[O:25])[CH2:22]1)([C:52]([CH3:55])([CH3:54])[CH3:53])([CH3:51])[CH3:50]. (6) Given the reactants C([O:4][CH2:5][CH2:6][CH2:7][CH2:8][N:9]1[C:17]2[C:16]([NH:18][C:19]3[CH:24]=[CH:23][C:22]([O:25][C:26]4[CH:31]=[CH:30][CH:29]=[C:28]([C:32]([F:35])([F:34])[F:33])[CH:27]=4)=[C:21]([Cl:36])[CH:20]=3)=[N:15][CH:14]=[N:13][C:12]=2[CH:11]=[CH:10]1)(=O)C.[OH-].[Na+].Cl.O, predict the reaction product. The product is: [Cl:36][C:21]1[CH:20]=[C:19]([NH:18][C:16]2[C:17]3[N:9]([CH2:8][CH2:7][CH2:6][CH2:5][OH:4])[CH:10]=[CH:11][C:12]=3[N:13]=[CH:14][N:15]=2)[CH:24]=[CH:23][C:22]=1[O:25][C:26]1[CH:31]=[CH:30][CH:29]=[C:28]([C:32]([F:35])([F:34])[F:33])[CH:27]=1. (7) Given the reactants [CH:1]1([C:4]([N:6]([CH2:9][C:10]2[CH:15]=[C:14]([C:16]3[CH:17]=[N:18][C:19]([O:22][CH2:23][CH3:24])=[CH:20][CH:21]=3)[CH:13]=[CH:12][C:11]=2[C:25]2[C:30]([O:31][CH3:32])=[CH:29][CH:28]=[C:27]([CH2:33][C:34]([OH:36])=[O:35])[CH:26]=2)[CH2:7][CH3:8])=[O:5])[CH2:3][CH2:2]1.[OH-].[Na+:38], predict the reaction product. The product is: [Na+:38].[CH:1]1([C:4]([N:6]([CH2:9][C:10]2[CH:15]=[C:14]([C:16]3[CH:17]=[N:18][C:19]([O:22][CH2:23][CH3:24])=[CH:20][CH:21]=3)[CH:13]=[CH:12][C:11]=2[C:25]2[C:30]([O:31][CH3:32])=[CH:29][CH:28]=[C:27]([CH2:33][C:34]([O-:36])=[O:35])[CH:26]=2)[CH2:7][CH3:8])=[O:5])[CH2:2][CH2:3]1.